From a dataset of Full USPTO retrosynthesis dataset with 1.9M reactions from patents (1976-2016). Predict the reactants needed to synthesize the given product. Given the product [CH3:16][N:7]1[C:6]([C:8]#[N:9])=[C:5]([C:10]#[N:11])[N:4]=[C:3]1[CH:1]=[CH2:2], predict the reactants needed to synthesize it. The reactants are: [CH:1]([C:3]1[NH:4][C:5]([C:10]#[N:11])=[C:6]([C:8]#[N:9])[N:7]=1)=[CH2:2].S(OC)(O[CH3:16])(=O)=O.